From a dataset of Full USPTO retrosynthesis dataset with 1.9M reactions from patents (1976-2016). Predict the reactants needed to synthesize the given product. (1) Given the product [ClH:15].[ClH:15].[NH2:7][C:6]1[C:5]([NH2:10])=[CH:4][S:3][CH:2]=1, predict the reactants needed to synthesize it. The reactants are: Br[C:2]1[S:3][C:4](Br)=[C:5]([N+:10]([O-])=O)[C:6]=1[N+:7]([O-])=O.[Sn].[ClH:15]. (2) Given the product [F:1][C:2]1[CH:3]=[C:4]([S:9]([N:14]2[CH2:17][CH2:16][CH2:15]2)(=[O:11])=[O:10])[CH:5]=[CH:6][C:7]=1[F:8], predict the reactants needed to synthesize it. The reactants are: [F:1][C:2]1[CH:3]=[C:4]([S:9](Cl)(=[O:11])=[O:10])[CH:5]=[CH:6][C:7]=1[F:8].Cl.[NH:14]1[CH2:17][CH2:16][CH2:15]1.C(N(CC)CC)C.O. (3) Given the product [Cl:1][C:2]1[CH:3]=[C:4]2[C:9](=[CH:10][C:11]=1[O:12][C:13]1[CH:18]=[CH:17][C:16]([C:19]#[CH:20])=[CH:15][C:14]=1[CH3:21])[O:8][CH:7]([C:22]([F:25])([F:23])[F:24])[C:6]([C:26]([OH:28])=[O:27])=[CH:5]2, predict the reactants needed to synthesize it. The reactants are: [Cl:1][C:2]1[CH:3]=[C:4]2[C:9](=[CH:10][C:11]=1[O:12][C:13]1[CH:18]=[CH:17][C:16]([C:19]#[CH:20])=[CH:15][C:14]=1[CH3:21])[O:8][CH:7]([C:22]([F:25])([F:24])[F:23])[C:6]([C:26]([O:28]CC)=[O:27])=[CH:5]2.[OH-].[Li+].C(O)C. (4) Given the product [Br:7][C:8]1[CH:9]=[CH:10][C:11]([CH2:14][CH2:15][C:16]([N:1]2[CH2:6][CH2:5][O:4][CH2:3][CH2:2]2)=[O:17])=[CH:12][CH:13]=1, predict the reactants needed to synthesize it. The reactants are: [NH:1]1[CH2:6][CH2:5][O:4][CH2:3][CH2:2]1.[Br:7][C:8]1[CH:13]=[CH:12][C:11]([CH2:14][CH2:15][C:16](Cl)=[O:17])=[CH:10][CH:9]=1. (5) Given the product [Cl:33][C:29]1[C:28]([F:34])=[C:27]([C@@H:8]2[C@:9]([C:19]3[CH:24]=[CH:23][C:22]([Cl:25])=[CH:21][C:20]=3[F:26])([C:17]#[N:18])[C@H:10]([CH2:12][C:13]([CH3:14])([CH3:15])[CH3:16])[CH2:11][N:7]2[C:5](=[O:6])[CH2:4][C:3]([OH:35])=[O:2])[CH:32]=[CH:31][CH:30]=1, predict the reactants needed to synthesize it. The reactants are: C[O:2][C:3](=[O:35])[CH2:4][C:5]([N:7]1[CH2:11][C@@H:10]([CH2:12][C:13]([CH3:16])([CH3:15])[CH3:14])[C@@:9]([C:19]2[CH:24]=[CH:23][C:22]([Cl:25])=[CH:21][C:20]=2[F:26])([C:17]#[N:18])[C@H:8]1[C:27]1[CH:32]=[CH:31][CH:30]=[C:29]([Cl:33])[C:28]=1[F:34])=[O:6].[Li+].[OH-]. (6) Given the product [N:1]1([CH2:6][CH2:7][O:8][C:9]2[CH:10]=[C:11]3[C:16](=[CH:17][CH:18]=2)[C:15](=[N:20][OH:21])[CH2:14][CH2:13][CH2:12]3)[CH:5]=[CH:4][N:3]=[CH:2]1, predict the reactants needed to synthesize it. The reactants are: [N:1]1([CH2:6][CH2:7][O:8][C:9]2[CH:10]=[C:11]3[C:16](=[CH:17][CH:18]=2)[C:15](=O)[CH2:14][CH2:13][CH2:12]3)[CH:5]=[CH:4][N:3]=[CH:2]1.[NH2:20][OH:21].Cl. (7) Given the product [C:1]([C:5]1[N:10]=[CH:9][C:8]([C:11]2[N:12]([C:32]([N:34]3[CH2:39][CH2:38][CH:37]([CH2:40][C:41]([N:50]([CH2:51][CH2:52][CH3:53])[CH2:47][CH2:48][CH3:49])=[O:42])[CH2:36][CH2:35]3)=[O:33])[C@@:13]([C:25]3[CH:30]=[CH:29][C:28]([Cl:31])=[CH:27][CH:26]=3)([CH3:24])[C@@:14]([C:17]3[CH:22]=[CH:21][C:20]([Cl:23])=[CH:19][CH:18]=3)([CH3:16])[N:15]=2)=[C:7]([O:44][CH2:45][CH3:46])[CH:6]=1)([CH3:3])([CH3:2])[CH3:4], predict the reactants needed to synthesize it. The reactants are: [C:1]([C:5]1[N:10]=[CH:9][C:8]([C:11]2[N:12]([C:32]([N:34]3[CH2:39][CH2:38][CH:37]([CH2:40][C:41](O)=[O:42])[CH2:36][CH2:35]3)=[O:33])[C@@:13]([C:25]3[CH:30]=[CH:29][C:28]([Cl:31])=[CH:27][CH:26]=3)([CH3:24])[C@@:14]([C:17]3[CH:22]=[CH:21][C:20]([Cl:23])=[CH:19][CH:18]=3)([CH3:16])[N:15]=2)=[C:7]([O:44][CH2:45][CH3:46])[CH:6]=1)([CH3:4])([CH3:3])[CH3:2].[CH2:47]([NH:50][CH2:51][CH2:52][CH3:53])[CH2:48][CH3:49].